This data is from Forward reaction prediction with 1.9M reactions from USPTO patents (1976-2016). The task is: Predict the product of the given reaction. (1) Given the reactants [Si]([O:8][CH2:9][C:10]1[CH:11]=[C:12]2[C:17](=[N:18][C:19]=1[CH:20](OC)[O:21]C)[N:16]([C:25]([NH:27][C:28]1[N:33]=[C:32]([O:34][C@H:35]3[CH2:39][CH2:38][O:37][CH2:36]3)[C:31]([C:40]#[N:41])=[CH:30][N:29]=1)=[O:26])[CH2:15][CH2:14][CH2:13]2)(C(C)(C)C)(C)C.Cl, predict the reaction product. The product is: [C:40]([C:31]1[C:32]([O:34][C@H:35]2[CH2:39][CH2:38][O:37][CH2:36]2)=[N:33][C:28]([NH:27][C:25]([N:16]2[C:17]3[C:12](=[CH:11][C:10]([CH2:9][OH:8])=[C:19]([CH:20]=[O:21])[N:18]=3)[CH2:13][CH2:14][CH2:15]2)=[O:26])=[N:29][CH:30]=1)#[N:41]. (2) Given the reactants [OH:1][C:2]1([C:15]([O:17][CH3:18])=[O:16])[CH2:7][CH2:6][N:5]([C:8]([O:10][C:11]([CH3:14])([CH3:13])[CH3:12])=[O:9])[CH2:4][CH2:3]1.[H-].[Na+].[CH2:21](Br)[C:22]1[CH:27]=[CH:26][CH:25]=[CH:24][CH:23]=1.C(OCC)(=O)C, predict the reaction product. The product is: [CH2:21]([O:1][C:2]1([C:15]([O:17][CH3:18])=[O:16])[CH2:3][CH2:4][N:5]([C:8]([O:10][C:11]([CH3:12])([CH3:13])[CH3:14])=[O:9])[CH2:6][CH2:7]1)[C:22]1[CH:27]=[CH:26][CH:25]=[CH:24][CH:23]=1. (3) Given the reactants C1(OP(CC(OCC)=O)(OC2C=CC=CC=2)=O)C=CC=CC=1.[H-].[Na+].[CH3:25][O:26][C:27]1[CH:28]=[C:29]2[C:33](=[CH:34][CH:35]=1)[N:32]([S:36]([C:39]1[CH:44]=[CH:43][C:42]([O:45][CH3:46])=[CH:41][CH:40]=1)(=[O:38])=[O:37])[CH:31]=[C:30]2[CH:47]=O.[C:49]([O:52][CH2:53][CH3:54])(=[O:51])[CH3:50], predict the reaction product. The product is: [CH2:53]([O:52][C:49](=[O:51])/[CH:50]=[CH:47]\[C:30]1[C:29]2[C:33](=[CH:34][CH:35]=[C:27]([O:26][CH3:25])[CH:28]=2)[N:32]([S:36]([C:39]2[CH:40]=[CH:41][C:42]([O:45][CH3:46])=[CH:43][CH:44]=2)(=[O:38])=[O:37])[CH:31]=1)[CH3:54]. (4) Given the reactants [C:1](Cl)(=[O:8])[C:2]1[CH:7]=[CH:6][CH:5]=[CH:4][CH:3]=1.[NH2:10][C:11]1[CH:16]=[C:15]([CH2:17][C:18]([C:20]2[CH:25]=[C:24]([CH3:26])[CH:23]=[C:22]([CH3:27])[CH:21]=2)=[O:19])[CH:14]=[CH:13][N:12]=1.O, predict the reaction product. The product is: [C:1]([NH:10][C:11]1[CH:16]=[C:15]([CH2:17][C:18]([C:20]2[CH:21]=[C:22]([CH3:27])[CH:23]=[C:24]([CH3:26])[CH:25]=2)=[O:19])[CH:14]=[CH:13][N:12]=1)(=[O:8])[C:2]1[CH:7]=[CH:6][CH:5]=[CH:4][CH:3]=1. (5) Given the reactants [N:1]1([CH2:6][CH2:7][NH2:8])[CH2:5][CH2:4][CH2:3][CH2:2]1.[Cl:9][C:10]1[N:15]=[CH:14][C:13]([S:16](Cl)(=[O:18])=[O:17])=[CH:12][CH:11]=1, predict the reaction product. The product is: [Cl:9][C:10]1[N:15]=[CH:14][C:13]([S:16]([NH:8][CH2:7][CH2:6][N:1]2[CH2:5][CH2:4][CH2:3][CH2:2]2)(=[O:18])=[O:17])=[CH:12][CH:11]=1. (6) Given the reactants O.O.O.O.O.O.O.O.O.O.S([O-])([O-])(=O)=O.[Na+].[Na+].[F:18][C:19]1[CH:24]=[CH:23][CH:22]=[CH:21][C:20]=1[S:25]([C:28]1[C:36]2[C:31](=[C:32]([O:37][CH2:38][CH2:39][NH2:40])[CH:33]=[CH:34][CH:35]=2)[NH:30][CH:29]=1)(=[O:27])=[O:26].[ClH:41], predict the reaction product. The product is: [ClH:41].[F:18][C:19]1[CH:24]=[CH:23][CH:22]=[CH:21][C:20]=1[S:25]([C:28]1[C:36]2[C:31](=[C:32]([O:37][CH2:38][CH2:39][NH2:40])[CH:33]=[CH:34][CH:35]=2)[NH:30][CH:29]=1)(=[O:26])=[O:27]. (7) The product is: [F:6][C:7]1[CH:8]=[CH:9][C:10]([S:13][C:14]2([C:22]3[CH:23]=[CH:24][C:25]([C:28]([F:37])([C:29]([F:30])([F:31])[F:32])[C:33]([F:36])([F:35])[F:34])=[CH:26][CH:27]=3)[CH2:18][NH:17][C@H:16]([CH2:19][OH:20])[CH2:15]2)=[CH:11][CH:12]=1. Given the reactants C1COCC1.[F:6][C:7]1[CH:12]=[CH:11][C:10]([S:13][C:14]2([C:22]3[CH:27]=[CH:26][C:25]([C:28]([F:37])([C:33]([F:36])([F:35])[F:34])[C:29]([F:32])([F:31])[F:30])=[CH:24][CH:23]=3)[CH2:18][NH:17][C@H:16]([C:19](O)=[O:20])[CH2:15]2)=[CH:9][CH:8]=1.OS(O)(=O)=O.[OH-].[Na+], predict the reaction product. (8) The product is: [C:1]([O:5][C:6](=[O:16])[C:7]([CH2:14][NH2:15])([CH2:11][CH2:12][CH3:13])[CH2:8][CH2:9][CH3:10])([CH3:2])([CH3:4])[CH3:3]. Given the reactants [C:1]([O:5][C:6](=[O:16])[C:7]([C:14]#[N:15])([CH2:11][CH2:12][CH3:13])[CH2:8][CH2:9][CH3:10])([CH3:4])([CH3:3])[CH3:2], predict the reaction product.